Task: Predict the reactants needed to synthesize the given product.. Dataset: Full USPTO retrosynthesis dataset with 1.9M reactions from patents (1976-2016) (1) Given the product [CH3:1][O:2][C:3](=[O:18])[CH:4]([CH2:8][NH:9][C:10](=[O:17])[C:11]1[CH:12]=[CH:13][CH:14]=[CH:15][CH:16]=1)[C:5](=[O:7])[CH3:6], predict the reactants needed to synthesize it. The reactants are: [CH3:1][O:2][C:3](=[O:18])[C@@H:4]([CH2:8][NH:9][C:10](=[O:17])[C:11]1[CH:16]=[CH:15][CH:14]=[CH:13][CH:12]=1)[C@H:5]([OH:7])[CH3:6].COC(=O)[C@H](CNC(=O)C1C=CC=CC=1)[C@H](O)C. (2) Given the product [CH3:20][S:21]([CH3:24])(=[N:23][C:15](=[O:16])[C:14]1[CH:18]=[CH:19][C:11]([N+:8]([O-:10])=[O:9])=[CH:12][CH:13]=1)=[O:22], predict the reactants needed to synthesize it. The reactants are: C(N(CC)CC)C.[N+:8]([C:11]1[CH:19]=[CH:18][C:14]([C:15](Cl)=[O:16])=[CH:13][CH:12]=1)([O-:10])=[O:9].[CH3:20][S:21]([CH3:24])(=[NH:23])=[O:22]. (3) Given the product [Br:20][C:21]1[C:22]([F:31])=[C:23]([C:27]([O:29][CH3:30])=[O:28])[S:24][C:25]=1[C:12]1[CH:13]=[CH:14][C:9]([O:8][CH2:1][C:2]2[CH:7]=[CH:6][CH:5]=[CH:4][CH:3]=2)=[C:10]([C:18]#[N:19])[CH:11]=1, predict the reactants needed to synthesize it. The reactants are: [CH2:1]([O:8][C:9]1[CH:14]=[CH:13][C:12](B(O)O)=[CH:11][C:10]=1[C:18]#[N:19])[C:2]1[CH:7]=[CH:6][CH:5]=[CH:4][CH:3]=1.[Br:20][C:21]1[C:22]([F:31])=[C:23]([C:27]([O:29][CH3:30])=[O:28])[S:24][C:25]=1Br.C(=O)([O-])[O-].[Na+].[Na+]. (4) Given the product [OH:11][C:10]1[C:9]([C:13]([NH2:15])=[O:14])=[N:8][C:4]([CH3:6])=[CH:3][N:12]=1, predict the reactants needed to synthesize it. The reactants are: [OH-].[Na+].[CH3:3][C:4]([CH:6]=O)=O.[NH2:8][CH:9]([C:13]([NH2:15])=[O:14])[C:10]([NH2:12])=[O:11].Cl. (5) Given the product [CH3:22][C:7]([CH2:13][CH2:14][CH2:15][C:16]1[CH:21]=[CH:20][CH:19]=[CH:18][CH:17]=1)([CH2:6][C:5]1[CH:4]=[CH:3][C:2]([O:1][CH2:26][CH2:27][O:28][CH:29]2[CH2:34][CH2:33][CH2:32][CH2:31][O:30]2)=[CH:24][CH:23]=1)[C:8]([O:10][CH2:11][CH3:12])=[O:9], predict the reactants needed to synthesize it. The reactants are: [OH:1][C:2]1[CH:24]=[CH:23][C:5]([CH2:6][C:7]([CH3:22])([CH2:13][CH2:14][CH2:15][C:16]2[CH:21]=[CH:20][CH:19]=[CH:18][CH:17]=2)[C:8]([O:10][CH2:11][CH3:12])=[O:9])=[CH:4][CH:3]=1.Br[CH2:26][CH2:27][O:28][CH:29]1[CH2:34][CH2:33][CH2:32][CH2:31][O:30]1.C(=O)([O-])[O-].[K+].[K+]. (6) Given the product [N:14]1[CH:15]=[CH:16][CH:17]=[CH:18][C:13]=1[C:11]1[O:10][N:9]=[C:8]([C@H:4]2[CH2:5][CH2:6][CH2:7][N:2]([C:22]([C:21]3[CH:25]=[CH:26][C:27]([F:30])=[C:28]([F:29])[C:20]=3[F:19])=[O:23])[CH2:3]2)[N:12]=1, predict the reactants needed to synthesize it. The reactants are: Cl.[NH:2]1[CH2:7][CH2:6][CH2:5][C@H:4]([C:8]2[N:12]=[C:11]([C:13]3[CH:18]=[CH:17][CH:16]=[CH:15][N:14]=3)[O:10][N:9]=2)[CH2:3]1.[F:19][C:20]1[C:28]([F:29])=[C:27]([F:30])[CH:26]=[CH:25][C:21]=1[C:22](Cl)=[O:23]. (7) Given the product [Br:1][C:2]1[CH:3]=[C:4]([Cl:26])[C:5]([CH:8]2[CH2:12][C:11]([CH3:27])([S:13]([C:16]3[CH:21]=[CH:20][CH:19]=[C:18]([C:22]([F:23])([F:24])[F:25])[CH:17]=3)(=[O:15])=[O:14])[CH2:10][O:9]2)=[N:6][CH:7]=1, predict the reactants needed to synthesize it. The reactants are: [Br:1][C:2]1[CH:3]=[C:4]([Cl:26])[C:5]([CH:8]2[CH2:12][CH:11]([S:13]([C:16]3[CH:21]=[CH:20][CH:19]=[C:18]([C:22]([F:25])([F:24])[F:23])[CH:17]=3)(=[O:15])=[O:14])[CH2:10][O:9]2)=[N:6][CH:7]=1.[CH3:27]C([O-])(C)C.[K+].C1OCCOCCOCCOCCOCCOC1.